Dataset: Full USPTO retrosynthesis dataset with 1.9M reactions from patents (1976-2016). Task: Predict the reactants needed to synthesize the given product. (1) Given the product [CH3:18][O:17][C:7]1[CH:6]=[C:5]([NH:2][C:3]([NH2:1])=[S:4])[CH:10]=[CH:9][C:8]=1[C:11]1[CH:12]=[N:13][N:14]([CH3:16])[CH:15]=1, predict the reactants needed to synthesize it. The reactants are: [NH3:1].[N:2]([C:5]1[CH:10]=[CH:9][C:8]([C:11]2[CH:12]=[N:13][N:14]([CH3:16])[CH:15]=2)=[C:7]([O:17][CH3:18])[CH:6]=1)=[C:3]=[S:4]. (2) Given the product [Cl:1][C:2]1[CH:7]=[C:6]([N+:8]([O-:10])=[O:9])[CH:5]=[C:4]([Cl:11])[C:3]=1[C:12]1[CH:13]=[CH:14][C:15]([O:18][CH2:26][CH2:27][CH2:28][C:29]#[N:30])=[CH:16][CH:17]=1, predict the reactants needed to synthesize it. The reactants are: [Cl:1][C:2]1[CH:7]=[C:6]([N+:8]([O-:10])=[O:9])[CH:5]=[C:4]([Cl:11])[C:3]=1[C:12]1[CH:17]=[CH:16][C:15]([OH:18])=[CH:14][CH:13]=1.C(=O)([O-])[O-].[K+].[K+].Br[CH2:26][CH2:27][CH2:28][C:29]#[N:30]. (3) Given the product [OH:16][C:9]1[C:10]2[NH:11][C:12](=[O:15])[S:13][C:14]=2[C:6]([C@@H:4]([OH:5])[CH2:3][NH:2][CH2:34][C@H:30]2[CH2:31][CH2:32][CH2:33][N:28]([CH2:27][CH2:26][O:25][CH2:17][CH2:18][C:19]3[CH:20]=[CH:21][CH:22]=[CH:23][CH:24]=3)[CH2:29]2)=[CH:7][CH:8]=1, predict the reactants needed to synthesize it. The reactants are: Cl.[NH2:2][CH2:3][C@@H:4]([C:6]1[C:14]2[S:13][C:12](=[O:15])[NH:11][C:10]=2[C:9]([OH:16])=[CH:8][CH:7]=1)[OH:5].[CH2:17]([O:25][CH2:26][CH2:27][N:28]1[CH2:33][CH2:32][CH2:31][C@@H:30]([CH:34]=O)[CH2:29]1)[CH2:18][C:19]1[CH:24]=[CH:23][CH:22]=[CH:21][CH:20]=1.C(O)(=O)C.C([BH3-])#N.[Na+]. (4) Given the product [Br:20][C:18]1[CH:19]=[C:15]([N:3]2[CH2:4][C@:5]3([CH:10]4[CH2:11][CH2:12][N:7]([CH2:8][CH2:9]4)[CH2:6]3)[O:1][C:2]2=[O:13])[O:16][C:17]=1[Si:21]([CH3:24])([CH3:23])[CH3:22], predict the reactants needed to synthesize it. The reactants are: [O:1]1[C@@:5]2([CH:10]3[CH2:11][CH2:12][N:7]([CH2:8][CH2:9]3)[CH2:6]2)[CH2:4][NH:3][C:2]1=[O:13].Br[C:15]1[O:16][C:17]([Si:21]([CH3:24])([CH3:23])[CH3:22])=[C:18]([Br:20])[CH:19]=1.